This data is from NCI-60 drug combinations with 297,098 pairs across 59 cell lines. The task is: Regression. Given two drug SMILES strings and cell line genomic features, predict the synergy score measuring deviation from expected non-interaction effect. (1) Drug 1: COC1=C(C=C2C(=C1)N=CN=C2NC3=CC(=C(C=C3)F)Cl)OCCCN4CCOCC4. Drug 2: C1=NC2=C(N1)C(=S)N=CN2. Cell line: HCT116. Synergy scores: CSS=39.3, Synergy_ZIP=-1.63, Synergy_Bliss=-4.91, Synergy_Loewe=-26.2, Synergy_HSA=-2.24. (2) Drug 1: CCCCC(=O)OCC(=O)C1(CC(C2=C(C1)C(=C3C(=C2O)C(=O)C4=C(C3=O)C=CC=C4OC)O)OC5CC(C(C(O5)C)O)NC(=O)C(F)(F)F)O. Drug 2: CC(C)CN1C=NC2=C1C3=CC=CC=C3N=C2N. Cell line: NCI-H322M. Synergy scores: CSS=4.78, Synergy_ZIP=-3.42, Synergy_Bliss=-4.81, Synergy_Loewe=-4.70, Synergy_HSA=-5.73. (3) Drug 1: CCCS(=O)(=O)NC1=C(C(=C(C=C1)F)C(=O)C2=CNC3=C2C=C(C=N3)C4=CC=C(C=C4)Cl)F. Drug 2: C1=NC2=C(N=C(N=C2N1C3C(C(C(O3)CO)O)F)Cl)N. Cell line: SR. Synergy scores: CSS=21.3, Synergy_ZIP=6.43, Synergy_Bliss=12.6, Synergy_Loewe=11.5, Synergy_HSA=11.7. (4) Drug 1: CC1C(C(=O)NC(C(=O)N2CCCC2C(=O)N(CC(=O)N(C(C(=O)O1)C(C)C)C)C)C(C)C)NC(=O)C3=C4C(=C(C=C3)C)OC5=C(C(=O)C(=C(C5=N4)C(=O)NC6C(OC(=O)C(N(C(=O)CN(C(=O)C7CCCN7C(=O)C(NC6=O)C(C)C)C)C)C(C)C)C)N)C. Drug 2: CC1=C(N=C(N=C1N)C(CC(=O)N)NCC(C(=O)N)N)C(=O)NC(C(C2=CN=CN2)OC3C(C(C(C(O3)CO)O)O)OC4C(C(C(C(O4)CO)O)OC(=O)N)O)C(=O)NC(C)C(C(C)C(=O)NC(C(C)O)C(=O)NCCC5=NC(=CS5)C6=NC(=CS6)C(=O)NCCC[S+](C)C)O. Cell line: NCI-H226. Synergy scores: CSS=26.7, Synergy_ZIP=5.07, Synergy_Bliss=10.1, Synergy_Loewe=9.88, Synergy_HSA=11.5. (5) Drug 1: CC12CCC3C(C1CCC2=O)CC(=C)C4=CC(=O)C=CC34C. Drug 2: CS(=O)(=O)CCNCC1=CC=C(O1)C2=CC3=C(C=C2)N=CN=C3NC4=CC(=C(C=C4)OCC5=CC(=CC=C5)F)Cl. Cell line: SF-268. Synergy scores: CSS=57.8, Synergy_ZIP=1.64, Synergy_Bliss=1.06, Synergy_Loewe=-0.346, Synergy_HSA=-0.909. (6) Drug 1: C1=C(C(=O)NC(=O)N1)N(CCCl)CCCl. Drug 2: CC1C(C(CC(O1)OC2CC(CC3=C2C(=C4C(=C3O)C(=O)C5=CC=CC=C5C4=O)O)(C(=O)C)O)N)O. Cell line: SK-MEL-28. Synergy scores: CSS=57.7, Synergy_ZIP=-5.19, Synergy_Bliss=0.0212, Synergy_Loewe=-19.5, Synergy_HSA=3.38.